Task: Predict the product of the given reaction.. Dataset: Forward reaction prediction with 1.9M reactions from USPTO patents (1976-2016) (1) Given the reactants [Cl:1][C:2]1[CH:3]=[C:4]([CH:35]=[CH:36][CH:37]=1)[O:5][C:6]1[N:7]=[C:8]([CH2:32][CH2:33][CH3:34])[C:9]2[N:14]=[C:13]([C:15]3[CH:29]=[C:28]([CH3:30])[C:18]([O:19][CH2:20][C:21]([O:23]C(C)(C)C)=[O:22])=[C:17]([CH3:31])[CH:16]=3)[O:12][C:10]=2[N:11]=1.FC(F)(F)C(O)=O, predict the reaction product. The product is: [Cl:1][C:2]1[CH:3]=[C:4]([CH:35]=[CH:36][CH:37]=1)[O:5][C:6]1[N:7]=[C:8]([CH2:32][CH2:33][CH3:34])[C:9]2[N:14]=[C:13]([C:15]3[CH:16]=[C:17]([CH3:31])[C:18]([O:19][CH2:20][C:21]([OH:23])=[O:22])=[C:28]([CH3:30])[CH:29]=3)[O:12][C:10]=2[N:11]=1. (2) Given the reactants [CH:1]([O:4][C:5]1[CH:19]=[CH:18][C:8]([O:9][C:10]2[CH:17]=[CH:16][C:13]([CH:14]=O)=[CH:12][CH:11]=2)=[CH:7][CH:6]=1)([CH3:3])[CH3:2].Cl.[NH2:21][OH:22].Cl, predict the reaction product. The product is: [CH:1]([O:4][C:5]1[CH:19]=[CH:18][C:8]([O:9][C:10]2[CH:17]=[CH:16][C:13]([CH:14]=[N:21][OH:22])=[CH:12][CH:11]=2)=[CH:7][CH:6]=1)([CH3:3])[CH3:2].